Predict the reactants needed to synthesize the given product. From a dataset of Full USPTO retrosynthesis dataset with 1.9M reactions from patents (1976-2016). (1) Given the product [Br:24][C:23]1[CH:22]=[CH:21][C:4]([O:5][C:6]2[CH:7]=[CH:8][C:9]3[N:10]([CH:12]=[C:13]([NH:15][C:16]([CH:18]4[CH2:20][CH2:19]4)=[O:17])[N:14]=3)[N:11]=2)=[CH:3][C:2]=1[NH:1][C:31]([C:30]1[N:26]([CH3:25])[N:27]=[C:28]([CH3:34])[CH:29]=1)=[O:32], predict the reactants needed to synthesize it. The reactants are: [NH2:1][C:2]1[CH:3]=[C:4]([CH:21]=[CH:22][C:23]=1[Br:24])[O:5][C:6]1[CH:7]=[CH:8][C:9]2[N:10]([CH:12]=[C:13]([NH:15][C:16]([CH:18]3[CH2:20][CH2:19]3)=[O:17])[N:14]=2)[N:11]=1.[CH3:25][N:26]1[C:30]([C:31](Cl)=[O:32])=[CH:29][C:28]([CH3:34])=[N:27]1.C(=O)([O-])O.[Na+]. (2) Given the product [C:25]([CH2:24][N:3]1[C:4]2[C:9](=[C:8]([C:11]([F:12])([F:14])[F:13])[C:7]([C:15]#[N:16])=[CH:6][CH:5]=2)[CH:10]=[C:2]1[CH3:1])#[N:26], predict the reactants needed to synthesize it. The reactants are: [CH3:1][C:2]1[NH:3][C:4]2[C:9]([CH:10]=1)=[C:8]([C:11]([F:14])([F:13])[F:12])[C:7]([C:15]#[N:16])=[CH:6][CH:5]=2.C([O-])([O-])=O.[Cs+].[Cs+].Br[CH2:24][C:25]#[N:26]. (3) Given the product [ClH:1].[NH2:8][CH2:9][CH2:10][CH2:11][N:12]1[CH:17]=[CH:16][CH:15]=[C:14]([C:18]([F:19])([F:20])[F:21])[C:13]1=[O:22], predict the reactants needed to synthesize it. The reactants are: [ClH:1].C(OC(=O)[NH:8][CH2:9][CH2:10][CH2:11][N:12]1[CH:17]=[CH:16][CH:15]=[C:14]([C:18]([F:21])([F:20])[F:19])[C:13]1=[O:22])(C)(C)C. (4) Given the product [F:5][C:6]1[CH:7]=[C:8]([CH:29]=[CH:30][C:31]=1[NH:32][CH2:33][C:34]1[CH:39]=[CH:38][CH:37]=[CH:36][CH:35]=1)[C:9]([NH:11][C@H:12]([C:22]([O:24][C:25]([CH3:26])([CH3:28])[CH3:27])=[O:23])[CH2:13][CH2:14][C:15]([O:17][C:18]([CH3:19])([CH3:20])[CH3:21])=[O:16])=[O:10], predict the reactants needed to synthesize it. The reactants are: C([BH3-])#N.[Na+].[F:5][C:6]1[CH:7]=[C:8]([CH:29]=[CH:30][C:31]=1[NH2:32])[C:9]([NH:11][C@H:12]([C:22]([O:24][C:25]([CH3:28])([CH3:27])[CH3:26])=[O:23])[CH2:13][CH2:14][C:15]([O:17][C:18]([CH3:21])([CH3:20])[CH3:19])=[O:16])=[O:10].[CH:33](=O)[C:34]1[CH:39]=[CH:38][CH:37]=[CH:36][CH:35]=1.C(O)(=O)C.